From a dataset of NCI-60 drug combinations with 297,098 pairs across 59 cell lines. Regression. Given two drug SMILES strings and cell line genomic features, predict the synergy score measuring deviation from expected non-interaction effect. (1) Drug 1: CC1=C(C=C(C=C1)C(=O)NC2=CC(=CC(=C2)C(F)(F)F)N3C=C(N=C3)C)NC4=NC=CC(=N4)C5=CN=CC=C5. Drug 2: CC1=C2C(C(=O)C3(C(CC4C(C3C(C(C2(C)C)(CC1OC(=O)C(C(C5=CC=CC=C5)NC(=O)C6=CC=CC=C6)O)O)OC(=O)C7=CC=CC=C7)(CO4)OC(=O)C)O)C)OC(=O)C. Cell line: OVCAR-8. Synergy scores: CSS=15.3, Synergy_ZIP=13.7, Synergy_Bliss=18.0, Synergy_Loewe=-7.70, Synergy_HSA=13.6. (2) Drug 2: CCC1(C2=C(COC1=O)C(=O)N3CC4=CC5=C(C=CC(=C5CN(C)C)O)N=C4C3=C2)O.Cl. Synergy scores: CSS=23.3, Synergy_ZIP=0.228, Synergy_Bliss=1.74, Synergy_Loewe=-15.2, Synergy_HSA=0.899. Drug 1: C(CC(=O)O)C(=O)CN.Cl. Cell line: CAKI-1. (3) Drug 1: COC1=CC(=CC(=C1O)OC)C2C3C(COC3=O)C(C4=CC5=C(C=C24)OCO5)OC6C(C(C7C(O6)COC(O7)C8=CC=CS8)O)O. Drug 2: C1=CC=C(C(=C1)C(C2=CC=C(C=C2)Cl)C(Cl)Cl)Cl. Cell line: UACC62. Synergy scores: CSS=32.7, Synergy_ZIP=-1.99, Synergy_Bliss=2.26, Synergy_Loewe=-33.2, Synergy_HSA=2.23. (4) Drug 1: CCCCCOC(=O)NC1=NC(=O)N(C=C1F)C2C(C(C(O2)C)O)O. Drug 2: N.N.Cl[Pt+2]Cl. Cell line: OVCAR3. Synergy scores: CSS=42.1, Synergy_ZIP=4.63, Synergy_Bliss=7.60, Synergy_Loewe=-20.8, Synergy_HSA=4.27.